From a dataset of Peptide-MHC class II binding affinity with 134,281 pairs from IEDB. Regression. Given a peptide amino acid sequence and an MHC pseudo amino acid sequence, predict their binding affinity value. This is MHC class II binding data. (1) The peptide sequence is SQDLELSWNLNGLAAY. The MHC is DRB1_1302 with pseudo-sequence DRB1_1302. The binding affinity (normalized) is 0.694. (2) The peptide sequence is ENEGDNACKRTYSDR. The MHC is DRB1_1302 with pseudo-sequence DRB1_1302. The binding affinity (normalized) is 0. (3) The peptide sequence is AFILNGDNLFPKV. The MHC is HLA-DQA10501-DQB10201 with pseudo-sequence HLA-DQA10501-DQB10201. The binding affinity (normalized) is 0.592. (4) The MHC is HLA-DPA10103-DPB10301 with pseudo-sequence HLA-DPA10103-DPB10301. The binding affinity (normalized) is 0. The peptide sequence is TANVPPADKYKTLEA. (5) The peptide sequence is INEPTAAAKAYGLDR. The MHC is HLA-DQA10401-DQB10402 with pseudo-sequence HLA-DQA10401-DQB10402. The binding affinity (normalized) is 0.391. (6) The peptide sequence is DKPFQNVNRITYGAC. The MHC is DRB1_0901 with pseudo-sequence DRB1_0901. The binding affinity (normalized) is 0.156. (7) The peptide sequence is SQDLELSWHLNGLQAY. The MHC is DRB1_0802 with pseudo-sequence DRB1_0802. The binding affinity (normalized) is 0.347. (8) The peptide sequence is DVNAGFKAAVAAAAN. The MHC is DRB1_1101 with pseudo-sequence DRB1_1101. The binding affinity (normalized) is 0.673. (9) The peptide sequence is AVQVTFTVQKGSDPK. The MHC is DRB1_0802 with pseudo-sequence DRB1_0802. The binding affinity (normalized) is 0.450.